This data is from Peptide-MHC class I binding affinity with 185,985 pairs from IEDB/IMGT. The task is: Regression. Given a peptide amino acid sequence and an MHC pseudo amino acid sequence, predict their binding affinity value. This is MHC class I binding data. (1) The peptide sequence is NTTTFITVL. The MHC is HLA-A02:03 with pseudo-sequence HLA-A02:03. The binding affinity (normalized) is 0.346. (2) The peptide sequence is LSSIGIPAY. The MHC is HLA-A02:01 with pseudo-sequence HLA-A02:01. The binding affinity (normalized) is 0.0847. (3) The peptide sequence is QKEEAAICGQMDLS. The MHC is HLA-A29:02 with pseudo-sequence HLA-A29:02. The binding affinity (normalized) is 0. (4) The peptide sequence is VKYRYLCL. The MHC is HLA-B27:05 with pseudo-sequence HLA-B27:05. The binding affinity (normalized) is 0. (5) The peptide sequence is YHSNVKELVF. The MHC is HLA-B27:05 with pseudo-sequence HLA-B27:05. The binding affinity (normalized) is 0. (6) The peptide sequence is THYSGNIVH. The MHC is HLA-B48:01 with pseudo-sequence HLA-B48:01. The binding affinity (normalized) is 0.0847. (7) The peptide sequence is TPRIEGGTF. The MHC is HLA-B51:01 with pseudo-sequence HLA-B51:01. The binding affinity (normalized) is 0.0847. (8) The peptide sequence is KQWSWFSLL. The MHC is HLA-A11:01 with pseudo-sequence HLA-A11:01. The binding affinity (normalized) is 0.326.